This data is from NCI-60 drug combinations with 297,098 pairs across 59 cell lines. The task is: Regression. Given two drug SMILES strings and cell line genomic features, predict the synergy score measuring deviation from expected non-interaction effect. (1) Drug 1: CN1C(=O)N2C=NC(=C2N=N1)C(=O)N. Drug 2: CCC1(C2=C(COC1=O)C(=O)N3CC4=CC5=C(C=CC(=C5CN(C)C)O)N=C4C3=C2)O.Cl. Cell line: BT-549. Synergy scores: CSS=20.0, Synergy_ZIP=-5.58, Synergy_Bliss=-1.05, Synergy_Loewe=-22.4, Synergy_HSA=-3.13. (2) Drug 1: C1CCC(C1)C(CC#N)N2C=C(C=N2)C3=C4C=CNC4=NC=N3. Drug 2: C1=CC(=CC=C1C#N)C(C2=CC=C(C=C2)C#N)N3C=NC=N3. Cell line: OVCAR-8. Synergy scores: CSS=4.79, Synergy_ZIP=2.83, Synergy_Bliss=6.53, Synergy_Loewe=5.01, Synergy_HSA=4.61. (3) Drug 1: CCCCCOC(=O)NC1=NC(=O)N(C=C1F)C2C(C(C(O2)C)O)O. Drug 2: C1=NC(=NC(=O)N1C2C(C(C(O2)CO)O)O)N. Cell line: SNB-19. Synergy scores: CSS=3.73, Synergy_ZIP=-3.26, Synergy_Bliss=-7.06, Synergy_Loewe=-29.6, Synergy_HSA=-9.51. (4) Drug 1: C1CN(P(=O)(OC1)NCCCl)CCCl. Drug 2: C(CN)CNCCSP(=O)(O)O. Cell line: SK-MEL-28. Synergy scores: CSS=-1.01, Synergy_ZIP=0.245, Synergy_Bliss=0.707, Synergy_Loewe=-1.20, Synergy_HSA=-0.856. (5) Synergy scores: CSS=5.57, Synergy_ZIP=-1.88, Synergy_Bliss=3.12, Synergy_Loewe=-6.27, Synergy_HSA=0.203. Drug 1: C1CN1P(=S)(N2CC2)N3CC3. Drug 2: C(=O)(N)NO. Cell line: HOP-92.